From a dataset of Reaction yield outcomes from USPTO patents with 853,638 reactions. Predict the reaction yield, written as a fraction of the theoretical maximum amount of product (1.0 means a 100% yield; for example, 0.34 means a 34% yield). (1) The reactants are [H-].[Na+].[CH3:3][C:4]1[O:8][N:7]=[C:6]([C:9]2[CH:14]=[CH:13][CH:12]=[CH:11][CH:10]=2)[C:5]=1[CH2:15][OH:16].F[C:18]1[CH:23]=[CH:22][CH:21]=[C:20]([CH3:24])[N:19]=1.[Cl-].[Na+]. The catalyst is C1COCC1. The product is [CH3:24][C:20]1[CH:21]=[CH:22][CH:23]=[C:18]([O:16][CH2:15][C:5]2[C:6]([C:9]3[CH:14]=[CH:13][CH:12]=[CH:11][CH:10]=3)=[N:7][O:8][C:4]=2[CH3:3])[N:19]=1. The yield is 0.480. (2) The reactants are [CH2:1]([O:8][C:9]1[C:14]([C:15]([C:23]2[C:24]([O:35]C)=[C:25]([C:29]3[CH:34]=[CH:33][CH:32]=[CH:31][CH:30]=3)[CH:26]=[CH:27][CH:28]=2)([C:17]2[CH:22]=[CH:21][CH:20]=[CH:19][CH:18]=2)O)=[CH:13][CH:12]=[CH:11][C:10]=1[C:37]1[CH:42]=[CH:41][CH:40]=[CH:39][CH:38]=1)C1C=CC=CC=1. The catalyst is C(#N)C. The product is [CH3:1][O:8][C:9]1[C:14]([CH:15]([C:17]2[CH:18]=[CH:19][CH:20]=[CH:21][CH:22]=2)[C:23]2[CH:28]=[CH:27][CH:26]=[C:25]([C:29]3[CH:34]=[CH:33][CH:32]=[CH:31][CH:30]=3)[C:24]=2[OH:35])=[CH:13][CH:12]=[CH:11][C:10]=1[C:37]1[CH:42]=[CH:41][CH:40]=[CH:39][CH:38]=1. The yield is 0.370. (3) The reactants are [CH3:1][C:2]1[CH2:3][C:4]2[C:5]([CH:19]=1)=[CH:6][C:7]1[C:8]([CH3:18])([CH3:17])[C:9]3[C:14]([C:15]=1[CH:16]=2)=[CH:13][CH:12]=[CH:11][CH:10]=3.C([Li])CCC.C(N)(C)(C)C.[C:30]([NH:34][Si:35](C1C2C(=CC3C(C)(C)C4C(C=3C=2)=CC=CC=4)C=C1C)([CH3:37])[CH3:36])([CH3:33])([CH3:32])[CH3:31]. The catalyst is C(OCC)C. The product is [C:30]([NH:34][Si:35]([CH:19]1[C:5]2=[CH:6][C:7]3[C:8]([CH3:18])([CH3:17])[C:9]4[C:14]([C:15]=3[CH:16]=[C:4]2[CH:3]=[C:2]1[CH3:1])=[CH:13][CH:12]=[CH:11][CH:10]=4)([CH3:37])[CH3:36])([CH3:33])([CH3:32])[CH3:31]. The yield is 0.918. (4) The reactants are [C:1]([O:5][C:6](=[O:14])[NH:7][C@H:8]1[CH2:11][C@H:10]([CH2:12][OH:13])[CH2:9]1)([CH3:4])([CH3:3])[CH3:2]. The catalyst is ClCCl. The product is [C:1]([O:5][C:6](=[O:14])[NH:7][C@H:8]1[CH2:11][C@H:10]([CH:12]=[O:13])[CH2:9]1)([CH3:4])([CH3:2])[CH3:3]. The yield is 0.880. (5) The reactants are [CH3:1][C:2]1[O:6][N:5]=[C:4]([C:7]2[CH:12]=[CH:11][CH:10]=[CH:9][CH:8]=2)[C:3]=1[CH2:13][O:14][C:15]1[CH:23]=[CH:22][C:18]([C:19]([OH:21])=O)=[CH:17][N:16]=1.[F:24][CH:25]([F:28])[CH2:26][NH2:27]. No catalyst specified. The product is [F:24][CH:25]([F:28])[CH2:26][NH:27][C:19](=[O:21])[C:18]1[CH:22]=[CH:23][C:15]([O:14][CH2:13][C:3]2[C:4]([C:7]3[CH:8]=[CH:9][CH:10]=[CH:11][CH:12]=3)=[N:5][O:6][C:2]=2[CH3:1])=[N:16][CH:17]=1. The yield is 0.800. (6) The reactants are [O:1]1[C@H:3]2[CH2:4][C@@H:5]3[C@@H:14]([C@@:15]4([CH3:23])[CH2:16][CH2:17][C:18](=O)[C:19]([CH3:21])([CH3:20])[C@:2]124)[CH2:13][CH2:12][C@@:10]1([CH3:11])[C@H:6]3[CH2:7][CH2:8][C@@H:9]1[OH:24].[ClH:25].Cl.[NH:27]1[CH2:31][CH2:30][C@@H:29]([O:32][NH2:33])[CH2:28]1. No catalyst specified. The product is [ClH:25].[NH:27]1[CH2:31][CH2:30][C@@H:29]([O:32]/[N:33]=[C:18]2/[C:19]([CH3:21])([CH3:20])[C@:2]34[O:1][C@H:3]3[CH2:4][C@@H:5]3[C@@H:14]([C@@:15]4([CH3:23])[CH2:16][CH2:17]/2)[CH2:13][CH2:12][C@@:10]2([CH3:11])[C@H:6]3[CH2:7][CH2:8][C@@H:9]2[OH:24])[CH2:28]1. The yield is 0.750. (7) The reactants are [Cl:1][C:2]1[CH:3]=[CH:4][C:5]([S:9][CH3:10])=[C:6]([CH:8]=1)[NH2:7].[Cl:11][C:12]1[CH:17]=[CH:16][C:15]([S:18](Cl)(=[O:20])=[O:19])=[C:14]([F:22])[CH:13]=1. No catalyst specified. The product is [Cl:11][C:12]1[CH:17]=[CH:16][C:15]([S:18]([NH:7][C:6]2[CH:8]=[C:2]([Cl:1])[CH:3]=[CH:4][C:5]=2[S:9][CH3:10])(=[O:19])=[O:20])=[C:14]([F:22])[CH:13]=1. The yield is 0.660. (8) The reactants are Br.O.[Cl:3][C:4]1[CH:9]=[CH:8][C:7]([NH:10][C:11](=[O:16])[C:12]([F:15])([F:14])[F:13])=[C:6]([C:17]2[CH:22]=[C:21]([O:23]C)[N:20]=[CH:19][N:18]=2)[CH:5]=1. The yield is 0.300. The catalyst is C1COCC1. The product is [Cl:3][C:4]1[CH:9]=[CH:8][C:7]([NH:10][C:11](=[O:16])[C:12]([F:15])([F:13])[F:14])=[C:6]([C:17]2[CH:22]=[C:21]([OH:23])[N:20]=[CH:19][N:18]=2)[CH:5]=1. (9) The reactants are [C:1]1([S:7](Cl)(=[O:9])=[O:8])[CH:6]=[CH:5][CH:4]=[CH:3][CH:2]=1.C(N(CC)CC)C.[NH:18]1[CH2:23][CH2:22][CH:21]([CH2:24][N:25]2[C:33]3[C:28](=[N:29][C:30]([C:34]4[CH:35]=[N:36][N:37]([CH:39]5[CH2:44][CH2:43][CH2:42][CH2:41][O:40]5)[CH:38]=4)=[CH:31][CH:32]=3)[CH:27]=[CH:26]2)[CH2:20][CH2:19]1.CO. The catalyst is ClCCl.O. The product is [C:1]1([S:7]([N:18]2[CH2:19][CH2:20][CH:21]([CH2:24][N:25]3[C:33]4[C:28](=[N:29][C:30]([C:34]5[CH:35]=[N:36][N:37]([CH:39]6[CH2:44][CH2:43][CH2:42][CH2:41][O:40]6)[CH:38]=5)=[CH:31][CH:32]=4)[CH:27]=[CH:26]3)[CH2:22][CH2:23]2)(=[O:9])=[O:8])[CH:6]=[CH:5][CH:4]=[CH:3][CH:2]=1. The yield is 0.720. (10) The reactants are [CH:1]([C:3]1[C:11]2[C:6](=[C:7]([C:12]([OH:14])=O)[CH:8]=[CH:9][CH:10]=2)[NH:5][CH:4]=1)=[O:2].[C:15]([O:19][C:20]([N:22]1[CH2:27][CH2:26][NH:25][CH2:24][CH2:23]1)=[O:21])([CH3:18])([CH3:17])[CH3:16].C1C=CC2N(O)N=NC=2C=1.C(Cl)CCl. The catalyst is CN(C=O)C. The product is [C:15]([O:19][C:20]([N:22]1[CH2:27][CH2:26][N:25]([C:12]([C:7]2[CH:8]=[CH:9][CH:10]=[C:11]3[C:6]=2[NH:5][CH:4]=[C:3]3[CH:1]=[O:2])=[O:14])[CH2:24][CH2:23]1)=[O:21])([CH3:18])([CH3:16])[CH3:17]. The yield is 0.340.